From a dataset of Reaction yield outcomes from USPTO patents with 853,638 reactions. Predict the reaction yield, written as a fraction of the theoretical maximum amount of product (1.0 means a 100% yield; for example, 0.34 means a 34% yield). The reactants are [CH3:1][O:2][C:3](=[O:30])[CH2:4][C:5]1[CH:10]=[CH:9][CH:8]=[C:7]([O:11][CH2:12][CH2:13][CH2:14][NH:15][CH2:16][CH:17]([C:24]2[CH:29]=[CH:28][CH:27]=[CH:26][CH:25]=2)[C:18]2[CH:23]=[CH:22][CH:21]=[CH:20][CH:19]=2)[CH:6]=1.[C:31]([C:35]1[CH:36]=[C:37]([CH:40]=[C:41]([C:43]([CH3:46])([CH3:45])[CH3:44])[CH:42]=1)[CH2:38]Br)([CH3:34])([CH3:33])[CH3:32].C(=O)([O-])[O-].[K+].[K+]. The catalyst is CN(C=O)C.O. The product is [CH3:1][O:2][C:3](=[O:30])[CH2:4][C:5]1[CH:10]=[CH:9][CH:8]=[C:7]([O:11][CH2:12][CH2:13][CH2:14][N:15]([CH2:16][CH:17]([C:24]2[CH:29]=[CH:28][CH:27]=[CH:26][CH:25]=2)[C:18]2[CH:19]=[CH:20][CH:21]=[CH:22][CH:23]=2)[CH2:38][C:37]2[CH:36]=[C:35]([C:31]([CH3:33])([CH3:32])[CH3:34])[CH:42]=[C:41]([C:43]([CH3:46])([CH3:45])[CH3:44])[CH:40]=2)[CH:6]=1. The yield is 0.920.